From a dataset of Reaction yield outcomes from USPTO patents with 853,638 reactions. Predict the reaction yield, written as a fraction of the theoretical maximum amount of product (1.0 means a 100% yield; for example, 0.34 means a 34% yield). (1) The reactants are [C:1]([Si:5]([C:32]1[CH:37]=[CH:36][CH:35]=[CH:34][CH:33]=1)([C:26]1[CH:31]=[CH:30][CH:29]=[CH:28][CH:27]=1)[O:6][CH2:7][C:8]([F:25])([CH3:24])[CH2:9][NH:10][CH:11]([CH3:23])[CH2:12][C:13]1[C:21]2[C:16](=[CH:17][CH:18]=[C:19]([F:22])[CH:20]=2)[NH:15][CH:14]=1)([CH3:4])([CH3:3])[CH3:2].[C:38]([O:42][C:43]([N:45]1[CH2:48][CH:47]([O:49][C:50]2[CH:55]=[C:54]([F:56])[C:53]([CH:57]=O)=[C:52]([F:59])[CH:51]=2)[CH2:46]1)=[O:44])([CH3:41])([CH3:40])[CH3:39].C(OC(N1CC(OC2C=C(F)C([C@@H]3C4NC5C(=CC=CC=5)C=4C[C@@H](C)N3CC(F)(C)C)=C(F)C=2)C1)=O)(C)(C)C. No catalyst specified. The product is [C:38]([O:42][C:43]([N:45]1[CH2:46][CH:47]([O:49][C:50]2[CH:55]=[C:54]([F:56])[C:53]([CH:57]3[C:14]4[NH:15][C:16]5[C:21](=[CH:20][C:19]([F:22])=[CH:18][CH:17]=5)[C:13]=4[CH2:12][CH:11]([CH3:23])[N:10]3[CH2:9][C:8]([F:25])([CH3:24])[CH2:7][O:6][Si:5]([C:1]([CH3:2])([CH3:3])[CH3:4])([C:32]3[CH:33]=[CH:34][CH:35]=[CH:36][CH:37]=3)[C:26]3[CH:31]=[CH:30][CH:29]=[CH:28][CH:27]=3)=[C:52]([F:59])[CH:51]=2)[CH2:48]1)=[O:44])([CH3:41])([CH3:40])[CH3:39]. The yield is 0.640. (2) The reactants are [OH-].[Na+].C[O:4][C:5]([C:7]1[C:8]([C:18]2[CH:23]=[CH:22][CH:21]=[C:20]([F:24])[CH:19]=2)=[N:9][N:10]2[C:15]=1[CH:14]=[CH:13][C:12]([O:16][CH3:17])=[N:11]2)=[O:6].Cl. The catalyst is C(O)C. The product is [F:24][C:20]1[CH:19]=[C:18]([C:8]2[C:7]([C:5]([OH:6])=[O:4])=[C:15]3[N:10]([N:11]=[C:12]([O:16][CH3:17])[CH:13]=[CH:14]3)[N:9]=2)[CH:23]=[CH:22][CH:21]=1. The yield is 0.910. (3) The reactants are [Si:1]([O:8][CH2:9][C@@H:10]1[CH2:14][C@@H:13]([OH:15])[CH2:12][N:11]1[C:16]([O:18][C:19]([CH3:22])([CH3:21])[CH3:20])=[O:17])([C:4]([CH3:7])([CH3:6])[CH3:5])([CH3:3])[CH3:2].[H-].[Na+].[CH3:25]I.[Cl-].[NH4+]. The catalyst is CN(C=O)C.C(OCC)(=O)C. The product is [Si:1]([O:8][CH2:9][C@@H:10]1[CH2:14][C@@H:13]([O:15][CH3:25])[CH2:12][N:11]1[C:16]([O:18][C:19]([CH3:22])([CH3:21])[CH3:20])=[O:17])([C:4]([CH3:7])([CH3:6])[CH3:5])([CH3:3])[CH3:2]. The yield is 0.940. (4) The reactants are [CH3:1][N:2]([S:24]([C:27]1[S:28][CH:29]=[CH:30][CH:31]=1)(=[O:26])=[O:25])[C:3]1[CH:4]=[CH:5][CH:6]=[C:7]2[C:11]=1[NH:10][C:9]([C:12]([NH:14][NH:15][C:16](=O)[CH2:17][C:18]([O:20][CH2:21][CH3:22])=[O:19])=O)=[CH:8]2.COC1C=CC(P2(SP(C3C=CC(OC)=CC=3)(=S)S2)=[S:41])=CC=1. The catalyst is O1CCCC1. The product is [CH3:1][N:2]([S:24]([C:27]1[S:28][CH:29]=[CH:30][CH:31]=1)(=[O:26])=[O:25])[C:3]1[CH:4]=[CH:5][CH:6]=[C:7]2[C:11]=1[NH:10][C:9]([C:12]1[S:41][C:16]([CH2:17][C:18]([O:20][CH2:21][CH3:22])=[O:19])=[N:15][N:14]=1)=[CH:8]2. The yield is 0.710.